From a dataset of NCI-60 drug combinations with 297,098 pairs across 59 cell lines. Regression. Given two drug SMILES strings and cell line genomic features, predict the synergy score measuring deviation from expected non-interaction effect. (1) Drug 1: CN(CC1=CN=C2C(=N1)C(=NC(=N2)N)N)C3=CC=C(C=C3)C(=O)NC(CCC(=O)O)C(=O)O. Drug 2: C1CNP(=O)(OC1)N(CCCl)CCCl. Cell line: M14. Synergy scores: CSS=33.8, Synergy_ZIP=2.50, Synergy_Bliss=2.02, Synergy_Loewe=-13.6, Synergy_HSA=0.870. (2) Drug 1: CC1C(C(CC(O1)OC2CC(CC3=C2C(=C4C(=C3O)C(=O)C5=C(C4=O)C(=CC=C5)OC)O)(C(=O)C)O)N)O.Cl. Drug 2: C1CN(P(=O)(OC1)NCCCl)CCCl. Cell line: HCT116. Synergy scores: CSS=13.1, Synergy_ZIP=-1.93, Synergy_Bliss=-6.44, Synergy_Loewe=-50.4, Synergy_HSA=-6.37. (3) Drug 2: CC12CCC3C(C1CCC2OP(=O)(O)O)CCC4=C3C=CC(=C4)OC(=O)N(CCCl)CCCl.[Na+]. Drug 1: CCN(CC)CCNC(=O)C1=C(NC(=C1C)C=C2C3=C(C=CC(=C3)F)NC2=O)C. Cell line: SF-539. Synergy scores: CSS=12.1, Synergy_ZIP=-6.82, Synergy_Bliss=-6.83, Synergy_Loewe=-6.21, Synergy_HSA=-5.51. (4) Drug 1: C1=CC(=CC=C1C#N)C(C2=CC=C(C=C2)C#N)N3C=NC=N3. Drug 2: C1=NC2=C(N1)C(=S)N=CN2. Cell line: 786-0. Synergy scores: CSS=15.0, Synergy_ZIP=0.147, Synergy_Bliss=-1.21, Synergy_Loewe=-3.12, Synergy_HSA=-3.03. (5) Drug 1: COC1=CC(=CC(=C1O)OC)C2C3C(COC3=O)C(C4=CC5=C(C=C24)OCO5)OC6C(C(C7C(O6)COC(O7)C8=CC=CS8)O)O. Drug 2: C1=CC(=CC=C1CC(C(=O)O)N)N(CCCl)CCCl.Cl. Cell line: HCT-15. Synergy scores: CSS=55.8, Synergy_ZIP=-4.06, Synergy_Bliss=0.130, Synergy_Loewe=-7.85, Synergy_HSA=-0.837.